This data is from Forward reaction prediction with 1.9M reactions from USPTO patents (1976-2016). The task is: Predict the product of the given reaction. (1) Given the reactants [N+:1]([C:4]1[CH:9]=[CH:8][C:7]([N:10]2[C:18]3[C:13]([CH:14]=[CH:15][C:16]([C:25]4[CH:30]=[CH:29][CH:28]=[CH:27][CH:26]=4)([C:19]4[CH:24]=[CH:23][CH:22]=[CH:21][CH:20]=4)[CH:17]=3)=[C:12]([C:31]([O:33][CH2:34][CH3:35])=[O:32])[NH:11]2)=[CH:6][CH:5]=1)([O-])=O, predict the reaction product. The product is: [NH2:1][C:4]1[CH:9]=[CH:8][C:7]([N:10]2[C:18]3[C:13]([CH:14]=[CH:15][C:16]([C:19]4[CH:20]=[CH:21][CH:22]=[CH:23][CH:24]=4)([C:25]4[CH:30]=[CH:29][CH:28]=[CH:27][CH:26]=4)[CH:17]=3)=[C:12]([C:31]([O:33][CH2:34][CH3:35])=[O:32])[NH:11]2)=[CH:6][CH:5]=1. (2) Given the reactants Cl.[C:2]([C:6]1[CH:16]=[CH:15][CH:14]=[CH:13][C:7]=1[O:8][CH2:9][CH2:10][NH:11][CH3:12])([CH3:5])([CH3:4])[CH3:3].[C:17]([O:21][C:22]([N:24]1[CH2:29][CH2:28][C:27]2[C:30]([C:33]([OH:35])=O)=[N:31][NH:32][C:26]=2[CH2:25]1)=[O:23])([CH3:20])([CH3:19])[CH3:18].CCN(C(C)C)C(C)C.CCN=C=NCCCN(C)C.C1C=CC2N(O)N=NC=2C=1, predict the reaction product. The product is: [C:2]([C:6]1[CH:16]=[CH:15][CH:14]=[CH:13][C:7]=1[O:8][CH2:9][CH2:10][N:11]([CH3:12])[C:33]([C:30]1[C:27]2[CH2:28][CH2:29][N:24]([C:22]([O:21][C:17]([CH3:18])([CH3:19])[CH3:20])=[O:23])[CH2:25][C:26]=2[NH:32][N:31]=1)=[O:35])([CH3:5])([CH3:3])[CH3:4]. (3) Given the reactants [CH3:1][O:2][C:3]1[C:11]2[O:10][C:9]([CH3:13])([CH3:12])[CH2:8][C:7]=2[C:6]([CH3:14])=[C:5]([N:15]2[CH2:20][CH2:19][NH:18][CH2:17][CH2:16]2)[C:4]=1[CH3:21].Br[C:23]1[CH:28]=[CH:27][C:26]([O:29][C:30]([F:33])([F:32])[F:31])=[CH:25][CH:24]=1, predict the reaction product. The product is: [CH3:1][O:2][C:3]1[C:11]2[O:10][C:9]([CH3:13])([CH3:12])[CH2:8][C:7]=2[C:6]([CH3:14])=[C:5]([N:15]2[CH2:20][CH2:19][N:18]([C:23]3[CH:24]=[CH:25][C:26]([O:29][C:30]([F:31])([F:32])[F:33])=[CH:27][CH:28]=3)[CH2:17][CH2:16]2)[C:4]=1[CH3:21]. (4) The product is: [CH3:29][N:5]1[CH2:4][CH2:3][N:2]([C:8]2[NH:9][C:10]([C:15]3[CH:20]=[CH:19][N:18]=[C:17](/[CH:21]=[CH:22]/[C:23]4[CH:28]=[CH:27][CH:26]=[CH:25][CH:24]=4)[CH:16]=3)=[CH:11][C:12]=2[C:13]#[N:14])[CH2:7][CH2:6]1. Given the reactants Cl.[N:2]1([C:8]2[NH:9][C:10]([C:15]3[CH:20]=[CH:19][N:18]=[C:17](/[CH:21]=[CH:22]/[C:23]4[CH:28]=[CH:27][CH:26]=[CH:25][CH:24]=4)[CH:16]=3)=[CH:11][C:12]=2[C:13]#[N:14])[CH2:7][CH2:6][NH:5][CH2:4][CH2:3]1.[CH3:29]C(O)=O.C=O.[BH3-]C#N.[Na+], predict the reaction product. (5) Given the reactants Cl.[NH:2]1[CH2:7][CH2:6][CH:5]([CH2:8][C:9]2[CH:10]=[C:11]([S:15]([NH2:18])(=[O:17])=[O:16])[CH:12]=[CH:13][CH:14]=2)[CH2:4][CH2:3]1.Br[CH2:20][CH2:21][O:22][C:23]1[CH:32]=[CH:31][CH:30]=[C:29]2[C:24]=1[CH:25]=[CH:26][C:27]([CH3:33])=[N:28]2, predict the reaction product. The product is: [CH3:33][C:27]1[CH:26]=[CH:25][C:24]2[C:29](=[CH:30][CH:31]=[CH:32][C:23]=2[O:22][CH2:21][CH2:20][N:2]2[CH2:7][CH2:6][CH:5]([CH2:8][C:9]3[CH:10]=[C:11]([S:15]([NH2:18])(=[O:16])=[O:17])[CH:12]=[CH:13][CH:14]=3)[CH2:4][CH2:3]2)[N:28]=1. (6) Given the reactants C(OC(=O)[NH:7][C:8]1[CH:13]=[CH:12][C:11]([NH:14][C:15]2[CH:20]=[C:19]([C:21]3[CH:22]=[CH:23][C:24]4[O:28][CH:27]([CH3:29])[CH2:26][C:25]=4[CH:30]=3)[N:18]=[CH:17][N:16]=2)=[CH:10][CH:9]=1)(C)(C)C.[ClH:32], predict the reaction product. The product is: [ClH:32].[ClH:32].[CH3:29][CH:27]1[CH2:26][C:25]2[CH:30]=[C:21]([C:19]3[N:18]=[CH:17][N:16]=[C:15]([NH:14][C:11]4[CH:12]=[CH:13][C:8]([NH2:7])=[CH:9][CH:10]=4)[CH:20]=3)[CH:22]=[CH:23][C:24]=2[O:28]1. (7) Given the reactants [CH2:1]([O:3][C:4](=[O:17])[C:5]([O:8][C:9]1[CH:14]=[CH:13][C:12]([OH:15])=[CH:11][C:10]=1[CH3:16])([CH3:7])[CH3:6])[CH3:2].Cl[CH2:19][C:20]1[C:21]([CH:36]2[CH2:38][CH2:37]2)=[N:22][C:23]([C:26]2[CH:31]=[CH:30][C:29]([C:32]([F:35])([F:34])[F:33])=[CH:28][CH:27]=2)=[CH:24][CH:25]=1.C([O-])([O-])=O.[Cs+].[Cs+], predict the reaction product. The product is: [CH2:1]([O:3][C:4](=[O:17])[C:5]([O:8][C:9]1[CH:14]=[CH:13][C:12]([O:15][CH2:19][C:20]2[C:21]([CH:36]3[CH2:38][CH2:37]3)=[N:22][C:23]([C:26]3[CH:27]=[CH:28][C:29]([C:32]([F:34])([F:35])[F:33])=[CH:30][CH:31]=3)=[CH:24][CH:25]=2)=[CH:11][C:10]=1[CH3:16])([CH3:6])[CH3:7])[CH3:2].